Dataset: Peptide-MHC class II binding affinity with 134,281 pairs from IEDB. Task: Regression. Given a peptide amino acid sequence and an MHC pseudo amino acid sequence, predict their binding affinity value. This is MHC class II binding data. The MHC is DRB3_0301 with pseudo-sequence DRB3_0301. The peptide sequence is CPFSNRVWNSFQIEE. The binding affinity (normalized) is 0.420.